This data is from Forward reaction prediction with 1.9M reactions from USPTO patents (1976-2016). The task is: Predict the product of the given reaction. (1) Given the reactants Cl[C:2]1[N:7]=[C:6]([NH:8][C@H:9]([C:11]2[CH:16]=[CH:15][C:14]([F:17])=[CH:13][CH:12]=2)[CH3:10])[N:5]=[C:4]([NH:18][C:19]2[CH:24]=[N:23][CH:22]=[CH:21][N:20]=2)[CH:3]=1.[CH3:25][S:26]([C:29]1[CH:34]=[CH:33][C:32](B(O)O)=[CH:31][CH:30]=1)(=[O:28])=[O:27].C(=O)([O-])[O-].[Na+].[Na+].O1CCOCC1, predict the reaction product. The product is: [F:17][C:14]1[CH:15]=[CH:16][C:11]([C@@H:9]([NH:8][C:6]2[N:5]=[C:4]([NH:18][C:19]3[CH:24]=[N:23][CH:22]=[CH:21][N:20]=3)[CH:3]=[C:2]([C:32]3[CH:33]=[CH:34][C:29]([S:26]([CH3:25])(=[O:28])=[O:27])=[CH:30][CH:31]=3)[N:7]=2)[CH3:10])=[CH:12][CH:13]=1. (2) The product is: [N:30]1[CH:35]=[CH:34][CH:33]=[C:32]([C:36]([C:38]2[N:39]=[CH:40][N:41]3[CH:45]=[C:44]([Sn:5]([CH2:10][CH2:11][CH2:12][CH3:13])([CH2:6][CH2:7][CH2:8][CH3:9])[CH2:1][CH2:2][CH2:3][CH3:4])[S:43][C:42]=23)=[O:37])[CH:31]=1. Given the reactants [CH2:1]([Sn:5](Cl)([CH2:10][CH2:11][CH2:12][CH3:13])[CH2:6][CH2:7][CH2:8][CH3:9])[CH2:2][CH2:3][CH3:4].C[Si]([N-][Si](C)(C)C)(C)C.[Li+].C1COCC1.[N:30]1[CH:35]=[CH:34][CH:33]=[C:32]([C:36]([C:38]2[N:39]=[CH:40][N:41]3[CH:45]=[CH:44][S:43][C:42]=23)=[O:37])[CH:31]=1.[Cl-].[NH4+], predict the reaction product. (3) Given the reactants [CH3:1][C:2]1([CH3:16])[O:15][C:6]2=[C:7]([CH3:14])[N:8]=[CH:9][C:10]([CH2:11][CH2:12][NH2:13])=[C:5]2[CH2:4][O:3]1.[CH:17]([C:19]1[CH:26]=[CH:25][C:22]([C:23]#[N:24])=[CH:21][CH:20]=1)=O, predict the reaction product. The product is: [CH3:1][C:2]1([CH3:16])[O:15][C:6]2=[C:7]([CH3:14])[N:8]=[CH:9][C:10]([CH2:11][CH2:12][NH:13][CH2:17][C:19]3[CH:26]=[CH:25][C:22]([C:23]#[N:24])=[CH:21][CH:20]=3)=[C:5]2[CH2:4][O:3]1.